From a dataset of Forward reaction prediction with 1.9M reactions from USPTO patents (1976-2016). Predict the product of the given reaction. (1) The product is: [CH3:98][C@H:99]1[O:104][C@@H:103]([O:105][C@@H:106]2[CH2:111][C@H:110]3[CH2:112][CH2:113][C@H:114]4[C@@:119]5([OH:129])[CH2:120][CH2:121][C@H:122]([C:123]6[CH2:128][O:127][C:125](=[O:126])[CH:124]=6)[C@@:118]5([CH3:130])[C@H:117]([OH:131])[CH2:116][C@@H:115]4[C@@:109]3([CH3:132])[CH2:108][CH2:107]2)[CH2:102][C@H:101]([OH:133])[C@@H:100]1[O:134][C@@H:135]1[O:140][C@H:139]([CH3:141])[C@@H:138]([O:142][C@@H:143]2[O:148][C@H:147]([CH3:149])[C@@H:146]([O:150][C@@H:151]3[O:156][C@H:155]([CH2:157][OH:158])[C@@H:154]([OH:159])[C@H:153]([OH:160])[C@H:152]3[OH:161])[C@@H:145]([OH:162])[CH2:144]2)[C@@H:137]([OH:166])[CH2:136]1. Given the reactants C[C@@H]1O[C@@H](OC[C@H]2O[C@@H](OC3C(=O)C4C(O)=CC(O)=CC=4OC=3C3C=CC(O)=C(O)C=3)[C@H](O)[C@@H](O)[C@@H]2O)[C@H](O)[C@H](O)[C@H]1O.C[C@H]1O[C@@H](O[C@H]2[C@@H](O)C[C@H](O[C@H]3[C@@H](O)C[C@H](O[C@@H]4C[C@H]5CC[C@H]6[C@@]7(O)CC[C@H](C8COC(=O)C=8)[C@@]7(C)CC[C@@H]6[C@@]5(C)CC4)O[C@@H]3C)O[C@@H]2C)C[C@H](O)[C@@H]1O.[CH3:98][C@H:99]1[O:104][C@@H:103]([O:105][C@@H:106]2[CH2:111][C@H:110]3[CH2:112][CH2:113][C@H:114]4[C@@:119]5([OH:129])[CH2:120][CH2:121][C@H:122]([C:123]6[CH2:128][O:127][C:125](=[O:126])[CH:124]=6)[C@@:118]5([CH3:130])[C@H:117]([OH:131])[CH2:116][C@@H:115]4[C@@:109]3([CH3:132])[CH2:108][CH2:107]2)[CH2:102][C@H:101]([OH:133])[C@@H:100]1[O:134][C@@H:135]1[O:140][C@H:139]([CH3:141])[C@@H:138]([O:142][C@@H:143]2[O:148][C@H:147]([CH3:149])[C@@H:146]([O:150][C@@H:151]3[O:156][C@H:155]([CH2:157][OH:158])[C@@H:154]([OH:159])[C@H:153]([OH:160])[C@H:152]3[OH:161])[C@@H:145]([O:162]C(C)=O)[CH2:144]2)[C@@H:137]([OH:166])[CH2:136]1, predict the reaction product. (2) Given the reactants [F:1][C:2]([F:21])([F:20])[C:3]1[CH:8]=[C:7]([C:9]2[CH:14]=[CH:13][C:12]([S:15]([CH3:18])(=[O:17])=[O:16])=[CH:11][CH:10]=2)[NH:6][C:5](=[O:19])[CH:4]=1.[N:22]1[CH:27]=[CH:26][CH:25]=[CH:24][C:23]=1[CH2:28]O.C1(P(C2C=CC=CC=2)C2C=CC=CC=2)C=CC=CC=1, predict the reaction product. The product is: [CH3:18][S:15]([C:12]1[CH:11]=[CH:10][C:9]([C:7]2[CH:8]=[C:3]([C:2]([F:1])([F:20])[F:21])[CH:4]=[C:5]([O:19][CH2:28][C:23]3[CH:24]=[CH:25][CH:26]=[CH:27][N:22]=3)[N:6]=2)=[CH:14][CH:13]=1)(=[O:16])=[O:17]. (3) Given the reactants C(=O)([O-])[O-].[K+].[K+].[Cl:7][C:8]1[CH:15]=[CH:14][C:11]([CH2:12]Br)=[CH:10][CH:9]=1.[C:16]([O:20][C:21]([NH:23][C:24]1([CH2:32][CH2:33][CH2:34][C:35]2[CH:40]=[CH:39][C:38]([O:41][C:42]3[CH:47]=[CH:46][CH:45]=[C:44]([OH:48])[CH:43]=3)=[CH:37][CH:36]=2)[CH2:29][O:28][C:27]([CH3:31])([CH3:30])[O:26][CH2:25]1)=[O:22])([CH3:19])([CH3:18])[CH3:17], predict the reaction product. The product is: [C:16]([O:20][C:21]([NH:23][C:24]1([CH2:32][CH2:33][CH2:34][C:35]2[CH:36]=[CH:37][C:38]([O:41][C:42]3[CH:47]=[CH:46][CH:45]=[C:44]([O:48][CH2:12][C:11]4[CH:14]=[CH:15][C:8]([Cl:7])=[CH:9][CH:10]=4)[CH:43]=3)=[CH:39][CH:40]=2)[CH2:29][O:28][C:27]([CH3:31])([CH3:30])[O:26][CH2:25]1)=[O:22])([CH3:17])([CH3:18])[CH3:19]. (4) Given the reactants [C:1]1([C:7]([C:15]2[CH:20]=[CH:19][CH:18]=[CH:17][CH:16]=2)([CH:9]2[CH2:14][CH2:13][NH:12][CH2:11][CH2:10]2)[OH:8])[CH:6]=[CH:5][CH:4]=[CH:3][CH:2]=1.[C:21]([C:25]1[CH:30]=[CH:29][C:28]([C:31](=[O:36])[CH2:32][CH2:33][CH2:34]Cl)=[CH:27][CH:26]=1)([CH3:24])([CH3:23])[CH3:22].C(=O)(O)[O-].[Na+], predict the reaction product. The product is: [C:21]([C:25]1[CH:26]=[CH:27][C:28]([C:31](=[O:36])[CH2:32][CH2:33][CH2:34][N:12]2[CH2:13][CH2:14][CH:9]([C:7]([OH:8])([C:15]3[CH:20]=[CH:19][CH:18]=[CH:17][CH:16]=3)[C:1]3[CH:2]=[CH:3][CH:4]=[CH:5][CH:6]=3)[CH2:10][CH2:11]2)=[CH:29][CH:30]=1)([CH3:24])([CH3:23])[CH3:22]. (5) Given the reactants C([N:8]1[CH2:13][CH2:12][N:11]([CH:14]2[CH2:20][CH2:19][CH2:18][CH2:17][CH2:16][CH:15]2[CH2:21][C:22]([O:24][CH3:25])=[O:23])[CH2:10][CH2:9]1)C1C=CC=CC=1, predict the reaction product. The product is: [CH3:25][O:24][C:22]([CH2:21][CH:15]1[CH2:16][CH2:17][CH2:18][CH2:19][CH2:20][CH:14]1[N:11]1[CH2:10][CH2:9][NH:8][CH2:13][CH2:12]1)=[O:23].